Dataset: Full USPTO retrosynthesis dataset with 1.9M reactions from patents (1976-2016). Task: Predict the reactants needed to synthesize the given product. (1) Given the product [CH2:13]=[C:12]([C:11]1[N:7]([CH2:6][CH2:5][O:4][CH2:3][CH2:2][OH:1])[N:8]=[N:9][CH:10]=1)[CH3:14], predict the reactants needed to synthesize it. The reactants are: [OH:1][CH2:2][CH2:3][O:4][CH2:5][CH2:6][N:7]1[C:11]([C:12](O)([CH3:14])[CH3:13])=[CH:10][N:9]=[N:8]1.N1C=CC=CC=1.O=P(Cl)(Cl)Cl. (2) Given the product [OH:31][C@H:27]1[CH2:28][CH2:29][CH2:30][C@@H:26]1[NH:25][C:21]([C:18]1[CH:17]=[CH:16][C:15]([O:14][CH2:13][C:3]2[C:4]([C:7]3[CH:12]=[CH:11][CH:10]=[CH:9][N:8]=3)=[N:5][O:6][C:2]=2[CH3:1])=[CH:20][N:19]=1)=[O:23], predict the reactants needed to synthesize it. The reactants are: [CH3:1][C:2]1[O:6][N:5]=[C:4]([C:7]2[CH:12]=[CH:11][CH:10]=[CH:9][N:8]=2)[C:3]=1[CH2:13][O:14][C:15]1[CH:16]=[CH:17][C:18]([C:21]([OH:23])=O)=[N:19][CH:20]=1.Cl.[NH2:25][C@@H:26]1[CH2:30][CH2:29][CH2:28][C@H:27]1[OH:31]. (3) Given the product [C:1]([O:5][C:6]([N:8]1[C:17]2[C:12](=[CH:13][C:14]([C:18]3[CH:23]=[CH:22][CH:21]=[CH:20][C:19]=3[O:24][CH3:25])=[CH:15][CH:16]=2)[C:11]([CH:26]([O:28][S:35]([CH3:34])(=[O:37])=[O:36])[CH3:27])=[CH:10][C:9]1([CH3:29])[CH3:30])=[O:7])([CH3:4])([CH3:3])[CH3:2], predict the reactants needed to synthesize it. The reactants are: [C:1]([O:5][C:6]([N:8]1[C:17]2[C:12](=[CH:13][C:14]([C:18]3[CH:23]=[CH:22][CH:21]=[CH:20][C:19]=3[O:24][CH3:25])=[CH:15][CH:16]=2)[C:11]([CH:26]([OH:28])[CH3:27])=[CH:10][C:9]1([CH3:30])[CH3:29])=[O:7])([CH3:4])([CH3:3])[CH3:2].C(Cl)Cl.[CH3:34][S:35](Cl)(=[O:37])=[O:36].C(N(CC)CC)C. (4) Given the product [CH3:44][CH2:42][O:41][C:35]([CH3:37])=[O:36].[CH3:1][OH:5].[NH3:8].[C:1]([O:5][C:6]([N:8]1[CH2:17][CH2:16][C:15]2[C:10](=[C:11]([N:18]([CH2:19][C:20](=[O:34])[N:21]([CH2:27][C:28]3[CH:29]=[CH:30][CH:31]=[CH:32][CH:33]=3)[CH2:22][CH2:23][N:24]([CH3:26])[CH3:25])[C:42](=[O:43])[C:44]([F:45])([F:46])[F:47])[CH:12]=[CH:13][CH:14]=2)[CH2:9]1)=[O:7])([CH3:4])([CH3:2])[CH3:3], predict the reactants needed to synthesize it. The reactants are: [C:1]([O:5][C:6]([N:8]1[CH2:17][CH2:16][C:15]2[C:10](=[C:11]([NH:18][CH2:19][C:20](=[O:34])[N:21]([CH2:27][C:28]3[CH:33]=[CH:32][CH:31]=[CH:30][CH:29]=3)[CH2:22][CH2:23][N:24]([CH3:26])[CH3:25])[CH:12]=[CH:13][CH:14]=2)[CH2:9]1)=[O:7])([CH3:4])([CH3:3])[CH3:2].[C:35]([O:41][C:42]([C:44]([F:47])([F:46])[F:45])=[O:43])([C:37](F)(F)F)=[O:36]. (5) Given the product [CH3:16][C:17]1[N:22]2[N:23]=[C:24](/[CH:26]=[CH:7]/[C:6]3[N:2]([CH3:1])[N:3]=[C:4]([N:9]4[CH2:14][CH2:13][CH2:12][CH2:11][CH2:10]4)[N:5]=3)[N:25]=[C:21]2[C:20]([CH3:46])=[N:19][CH:18]=1, predict the reactants needed to synthesize it. The reactants are: [CH3:1][N:2]1[C:6]([CH:7]=O)=[N:5][C:4]([N:9]2[CH2:14][CH2:13][CH2:12][CH2:11][CH2:10]2)=[N:3]1.[Cl-].[CH3:16][C:17]1[N:22]2[N:23]=[C:24]([CH2:26][P+](C3C=CC=CC=3)(C3C=CC=CC=3)C3C=CC=CC=3)[N:25]=[C:21]2[C:20]([CH3:46])=[N:19][CH:18]=1.C1CCN2C(=NCCC2)CC1.